This data is from Forward reaction prediction with 1.9M reactions from USPTO patents (1976-2016). The task is: Predict the product of the given reaction. (1) Given the reactants [N-:1]=[N+:2]=[N-:3].[Na+].Cl[CH2:6][C:7]1[C:8](=[O:14])[NH:9][C:10](=[O:13])[NH:11][CH:12]=1, predict the reaction product. The product is: [N:1]([CH2:6][C:7]1[C:8](=[O:14])[NH:9][C:10](=[O:13])[NH:11][CH:12]=1)=[N+:2]=[N-:3]. (2) The product is: [NH2:1][C:2]1[C:3]([CH3:4])=[CH:8][CH:9]=[CH:10][C:11]=1[C:19]([OH:18])([CH3:20])[CH3:13]. Given the reactants [NH2:1][C:2]1[C:11](C)=[CH:10][CH:9]=[CH:8][C:3]=1[C:4](OC)=O.[CH3:13][Mg]Br.CC[O:18][CH2:19][CH3:20], predict the reaction product.